Task: Binary Classification. Given a drug SMILES string, predict its activity (active/inactive) in a high-throughput screening assay against a specified biological target.. Dataset: M1 muscarinic receptor agonist screen with 61,833 compounds (1) The drug is O=C1C(CCCC1)C(=O)c1ccc(OC)cc1. The result is 0 (inactive). (2) The compound is OC(CN1CCN(CC1)C(OCC)=O)COc1c(CC=C)cccc1. The result is 1 (active).